From a dataset of Peptide-MHC class II binding affinity with 134,281 pairs from IEDB. Regression. Given a peptide amino acid sequence and an MHC pseudo amino acid sequence, predict their binding affinity value. This is MHC class II binding data. (1) The peptide sequence is KLNHYSFGDVKGELIDQLGV. The MHC is DRB1_1101 with pseudo-sequence DRB1_1101. The binding affinity (normalized) is 0. (2) The peptide sequence is NDFLKTGHYTQMVWA. The MHC is HLA-DPA10201-DPB10101 with pseudo-sequence HLA-DPA10201-DPB10101. The binding affinity (normalized) is 0.344. (3) The peptide sequence is PKKKNKEANSTKEPH. The MHC is DRB1_0101 with pseudo-sequence DRB1_0101. The binding affinity (normalized) is 0.173. (4) The peptide sequence is YQNPTTYISVGTSTLNQ. The binding affinity (normalized) is 0.463. The MHC is DRB5_0101 with pseudo-sequence DRB5_0101. (5) The peptide sequence is PEAKYDAYVATLTEA. The MHC is DRB3_0101 with pseudo-sequence DRB3_0101. The binding affinity (normalized) is 0.0391. (6) The peptide sequence is MYGIFQSTFLGASQR. The MHC is HLA-DQA10102-DQB10501 with pseudo-sequence HLA-DQA10102-DQB10501. The binding affinity (normalized) is 0.710.